From a dataset of Retrosynthesis with 50K atom-mapped reactions and 10 reaction types from USPTO. Predict the reactants needed to synthesize the given product. (1) Given the product CC[C@H](NC(=O)c1cncc2c1cnn2-c1ccc(F)cc1)c1ccnc(S(C)(=O)=O)c1, predict the reactants needed to synthesize it. The reactants are: CC[C@H](N)c1ccnc(S(C)(=O)=O)c1.O=C(O)c1cncc2c1cnn2-c1ccc(F)cc1. (2) The reactants are: CC(C)(C)C[Mg+].CC(C)(C)OC(=O)N1CCc2ccc(Cl)c(SCc3ccc(Br)cn3)c2CC1. Given the product CC(C)(C)Cc1ccc(CSc2c(Cl)ccc3c2CCN(C(=O)OC(C)(C)C)CC3)nc1, predict the reactants needed to synthesize it. (3) Given the product CC(C)Oc1ccc2c(c1)Nc1cccc(S(C)(=O)=O)c1S2, predict the reactants needed to synthesize it. The reactants are: CC(C)I.CS(=O)(=O)c1cccc2c1Sc1ccc(O)cc1N2. (4) The reactants are: CCN(Cc1cncc(-c2ccc3c(c2)c(-c2ncc(C(=O)O)[nH]2)nn3C2CCCCO2)c1C)C(=O)OC(C)(C)C.NCc1cccnc1. Given the product CCN(Cc1cncc(-c2ccc3c(c2)c(-c2ncc(C(=O)NCc4cccnc4)[nH]2)nn3C2CCCCO2)c1C)C(=O)OC(C)(C)C, predict the reactants needed to synthesize it. (5) Given the product CC(=O)N[C@H]1CC=CC[C@@H](CC(=O)NCc2ccc(Cl)cc2)C(=O)N2CCC[C@H]2COC1=O, predict the reactants needed to synthesize it. The reactants are: O=C(C[C@@H]1CC=CC[C@H](NC(=O)OCC2c3ccccc3-c3ccccc32)C(=O)OC[C@@H]2CCCN2C1=O)NCc1ccc(Cl)cc1. (6) Given the product Clc1cncc(NCc2ccccc2Cl)n1, predict the reactants needed to synthesize it. The reactants are: Clc1cncc(Cl)n1.NCc1ccccc1Cl. (7) Given the product O=C(Cc1ccc(OCc2ccc(F)cc2)cc1)Nc1nc(=S)ss1, predict the reactants needed to synthesize it. The reactants are: Nc1nc(=S)ss1.O=C(O)Cc1ccc(OCc2ccc(F)cc2)cc1.